This data is from Forward reaction prediction with 1.9M reactions from USPTO patents (1976-2016). The task is: Predict the product of the given reaction. (1) Given the reactants [ClH:1].C(OC([NH:9][CH:10]1[CH2:15][CH2:14][N:13]([C:16]2[N:17]=[CH:18][C:19]3[C:24]([C:25]4[CH:30]=[CH:29][CH:28]=[CH:27][CH:26]=4)=[C:23]([C:31]4[CH:36]=[CH:35][C:34]([C:37]5([NH:41]C(=O)OC(C)(C)C)[CH2:40][CH2:39][CH2:38]5)=[CH:33][CH:32]=4)[O:22][C:20]=3[N:21]=2)[CH2:12][CH2:11]1)=O)(C)(C)C.C(OCC)C, predict the reaction product. The product is: [ClH:1].[ClH:1].[NH2:41][C:37]1([C:34]2[CH:35]=[CH:36][C:31]([C:23]3[O:22][C:20]4[N:21]=[C:16]([N:13]5[CH2:12][CH2:11][CH:10]([NH2:9])[CH2:15][CH2:14]5)[N:17]=[CH:18][C:19]=4[C:24]=3[C:25]3[CH:26]=[CH:27][CH:28]=[CH:29][CH:30]=3)=[CH:32][CH:33]=2)[CH2:38][CH2:39][CH2:40]1. (2) Given the reactants [CH3:1][CH:2]([C:8]([CH3:10])=[O:9])[C:3]([O:5][CH2:6][CH3:7])=[O:4].[H-].[Na+].Br[CH:14](C)[CH2:15][CH2:16][CH2:17][C:18]([O:20][CH2:21][CH3:22])=[O:19].[C:24]1(C)C=CC=CC=1, predict the reaction product. The product is: [C:8]([C:2]([CH3:24])([CH2:1][CH2:14][CH2:15][CH2:16][CH2:17][C:18]([O:20][CH2:21][CH3:22])=[O:19])[C:3]([O:5][CH2:6][CH3:7])=[O:4])(=[O:9])[CH3:10].